From a dataset of Forward reaction prediction with 1.9M reactions from USPTO patents (1976-2016). Predict the product of the given reaction. (1) Given the reactants [Br:1][C:2]1[C:3]([S:11]C(C)(C)C)=[C:4]([CH:8]=[CH:9][CH:10]=1)/[CH:5]=[N:6]/O.CC1C=CC(S(O)(=O)=O)=CC=1.O, predict the reaction product. The product is: [Br:1][C:2]1[C:3]2[S:11][N:6]=[CH:5][C:4]=2[CH:8]=[CH:9][CH:10]=1. (2) The product is: [CH2:17]([N:24]1[CH2:28][C@:3]2([O:2][CH3:1])[C:4](=[O:9])[NH:5][C:6](=[O:8])[C@@H:7]2[CH2:25]1)[C:18]1[CH:23]=[CH:22][CH:21]=[CH:20][CH:19]=1. Given the reactants [CH3:1][O:2][C:3]1[C:4](=[O:9])[NH:5][C:6](=[O:8])[CH:7]=1.C(O)(C(F)(F)F)=O.[CH2:17]([N:24]([CH2:28][Si](C)(C)C)[CH2:25]OC)[C:18]1[CH:23]=[CH:22][CH:21]=[CH:20][CH:19]=1, predict the reaction product. (3) Given the reactants C(OC([NH:8][CH:9]([CH2:18][CH3:19])[C:10]([C:12]1[CH:13]=[N:14][CH:15]=[CH:16][CH:17]=1)=[O:11])=O)(C)(C)C.[ClH:20], predict the reaction product. The product is: [ClH:20].[ClH:20].[NH2:8][CH:9]([CH2:18][CH3:19])[C:10]([C:12]1[CH:13]=[N:14][CH:15]=[CH:16][CH:17]=1)=[O:11]. (4) Given the reactants FC(F)(F)S(O[C:7]1[C:24]2[C:23]3[C:18](=[CH:19][CH:20]=[CH:21][CH:22]=3)[C:17]3[C:12](=[CH:13][CH:14]=[CH:15][CH:16]=3)[C:11]=2[CH:10]=[CH:9][CH:8]=1)(=O)=O.[B:27]1(B2OC(C)(C)C(C)(C)O2)[O:31]C(C)(C)C(C)(C)[O:28]1.C([O-])(=O)C.[K+].O1CCOCC1, predict the reaction product. The product is: [CH:7]1[C:24]2[C:23]3[C:18](=[CH:19][CH:20]=[CH:21][CH:22]=3)[C:17]3[C:12](=[CH:13][CH:14]=[CH:15][CH:16]=3)[C:11]=2[CH:10]=[CH:9][C:8]=1[B:27]([OH:31])[OH:28]. (5) Given the reactants C[O:2][C:3]1[CH:26]=[CH:25][C:6]([O:7][C:8]2[CH:16]=[CH:15][C:14]3[C:10](=[CH:11][N:12]([C:17]4[CH:24]=[CH:23][C:20]([C:21]#[N:22])=[CH:19][CH:18]=4)[N:13]=3)[CH:9]=2)=[CH:5][CH:4]=1.B(Cl)(Cl)Cl.C(=O)(O)[O-].[Na+], predict the reaction product. The product is: [OH:2][C:3]1[CH:26]=[CH:25][C:6]([O:7][C:8]2[CH:16]=[CH:15][C:14]3[C:10](=[CH:11][N:12]([C:17]4[CH:24]=[CH:23][C:20]([C:21]#[N:22])=[CH:19][CH:18]=4)[N:13]=3)[CH:9]=2)=[CH:5][CH:4]=1. (6) The product is: [CH2:12]([NH:15][CH2:5][C:4]1[CH:3]=[C:2]([Cl:1])[C:9]([OH:10])=[C:8]([Cl:11])[CH:7]=1)[CH:13]=[CH2:14]. Given the reactants [Cl:1][C:2]1[CH:3]=[C:4]([CH:7]=[C:8]([Cl:11])[C:9]=1[OH:10])[CH:5]=O.[CH2:12]([NH2:15])[CH:13]=[CH2:14], predict the reaction product. (7) Given the reactants [CH3:1][C:2]1[CH:7]=[CH:6][C:5]([O:8][CH2:9][C:10]([F:13])([F:12])[F:11])=[CH:4][N:3]=1.C1C=C(Cl)C=C(C(OO)=[O:22])C=1, predict the reaction product. The product is: [CH3:1][C:2]1[CH:7]=[CH:6][C:5]([O:8][CH2:9][C:10]([F:11])([F:13])[F:12])=[CH:4][N+:3]=1[O-:22]. (8) Given the reactants [OH-].[Na+].[NH2:3][C@@H:4]([C:8]1[CH:13]=[CH:12][CH:11]=[CH:10][CH:9]=1)[C:5]([OH:7])=[O:6].[CH:14]1[CH:19]=[CH:18][C:17]([CH2:20][O:21][C:22](Cl)=[O:23])=[CH:16][CH:15]=1, predict the reaction product. The product is: [CH2:20]([O:21][C:22]([NH:3][C@@H:4]([C:8]1[CH:13]=[CH:12][CH:11]=[CH:10][CH:9]=1)[C:5]([OH:7])=[O:6])=[O:23])[C:17]1[CH:18]=[CH:19][CH:14]=[CH:15][CH:16]=1. (9) Given the reactants [NH2:1][N:2]1[C:7](=[O:8])[C:6]([C:9]2[NH:14][C:13]3[CH:15]=[CH:16][CH:17]=[CH:18][C:12]=3[S:11](=[O:20])(=[O:19])[N:10]=2)=[C:5]([OH:21])[C:4]2[S:22][CH:23]=[CH:24][C:3]1=2.[CH2:25]([CH:27]([CH2:30][CH3:31])[CH:28]=O)[CH3:26], predict the reaction product. The product is: [O:19]=[S:11]1(=[O:20])[C:12]2[CH:18]=[CH:17][CH:16]=[CH:15][C:13]=2[NH:14][C:9]([C:6]2[C:7](=[O:8])[N:2]([N:1]=[CH:28][CH:27]([CH2:30][CH3:31])[CH2:25][CH3:26])[C:3]3[CH:24]=[CH:23][S:22][C:4]=3[C:5]=2[OH:21])=[N:10]1.